Dataset: Forward reaction prediction with 1.9M reactions from USPTO patents (1976-2016). Task: Predict the product of the given reaction. (1) Given the reactants [CH:1]1([NH:4][C:5]([C:7]2[CH:12]=[CH:11][C:10]([NH:13]C(=O)OC(C)(C)C)=[CH:9][CH:8]=2)=[O:6])[CH2:3][CH2:2]1.C(O)(C(F)(F)F)=O, predict the reaction product. The product is: [NH2:13][C:10]1[CH:11]=[CH:12][C:7]([C:5]([NH:4][CH:1]2[CH2:2][CH2:3]2)=[O:6])=[CH:8][CH:9]=1. (2) Given the reactants [Cl:1][C:2]1[N:7]=[C:6](Cl)[C:5]([F:9])=[CH:4][N:3]=1.[F:10][C:11]1[C:12]2[O:17][CH2:16][O:15][NH:14][C:13]=2[CH:18]=[CH:19][C:20]=1[F:21], predict the reaction product. The product is: [Cl:1][C:2]1[N:7]=[C:6]([NH:14][C:13]2[CH:18]=[C:19]3[O:15][CH2:16][O:17][C:12]=2[C:11]([F:10])=[C:20]3[F:21])[C:5]([F:9])=[CH:4][N:3]=1.